This data is from Reaction yield outcomes from USPTO patents with 853,638 reactions. The task is: Predict the reaction yield, written as a fraction of the theoretical maximum amount of product (1.0 means a 100% yield; for example, 0.34 means a 34% yield). (1) The reactants are [CH:1]1([C:4]([N:6]2[CH2:11][CH2:10][N:9]([C:12]([C:14]3[CH:19]=[CH:18][C:17]([CH:20]4[C:25]5=[N:26][NH:27][C:28](=[O:33])[C:29]6[CH:30]=[CH:31][CH:32]=[C:23]([C:24]=65)[NH:22][CH:21]4[C:34]4[CH:39]=[CH:38][C:37]([CH:40](OCC)[O:41]CC)=[CH:36][CH:35]=4)=[CH:16][CH:15]=3)=[O:13])[CH2:8][CH2:7]2)=[O:5])[CH2:3][CH2:2]1.C(=O)([O-])[O-].[K+].[K+]. The catalyst is Cl. The product is [CH:1]1([C:4]([N:6]2[CH2:7][CH2:8][N:9]([C:12]([C:14]3[CH:15]=[CH:16][C:17]([CH:20]4[C:25]5=[N:26][NH:27][C:28](=[O:33])[C:29]6[CH:30]=[CH:31][CH:32]=[C:23]([C:24]=65)[NH:22][CH:21]4[C:34]4[CH:39]=[CH:38][C:37]([CH:40]=[O:41])=[CH:36][CH:35]=4)=[CH:18][CH:19]=3)=[O:13])[CH2:10][CH2:11]2)=[O:5])[CH2:3][CH2:2]1. The yield is 0.890. (2) The reactants are [CH3:1][S:2]([O:5][C:6]1[CH:11]=[CH:10][C:9]([C:12]2([C:20]3[CH:25]=[CH:24][C:23]([F:26])=[C:22](Br)[CH:21]=3)[C:16](=[O:17])[N:15]([CH3:18])[C:14]([NH2:19])=[N:13]2)=[CH:8][CH:7]=1)(=[O:4])=[O:3].[CH3:28][O:29][C:30]1[CH:31]=[C:32]([CH:35]=[C:36](B2OC(C)(C)C(C)(C)O2)[CH:37]=1)[C:33]#[N:34].[ClH:47]. The catalyst is ClCCl.C(OCC)C. The product is [ClH:47].[CH3:1][S:2]([O:5][C:6]1[CH:11]=[CH:10][C:9]([C:12]2([C:20]3[CH:21]=[C:22]([C:36]4[CH:37]=[C:30]([O:29][CH3:28])[CH:31]=[C:32]([C:33]#[N:34])[CH:35]=4)[C:23]([F:26])=[CH:24][CH:25]=3)[C:16](=[O:17])[N:15]([CH3:18])[C:14]([NH2:19])=[N:13]2)=[CH:8][CH:7]=1)(=[O:4])=[O:3]. The yield is 0.360. (3) The reactants are [Si:1]([O:8][CH2:9][C@@H:10]([NH:15][C:16]([C:18]1[N:19]=[C:20]([N:23]2[CH2:26][CH:25](OS(C)(=O)=O)[CH2:24]2)[S:21][CH:22]=1)=[O:17])[C@@H:11]([CH3:14])[CH2:12][CH3:13])([C:4]([CH3:7])([CH3:6])[CH3:5])([CH3:3])[CH3:2].[C:32]([O-:35])(=[S:34])[CH3:33].[K+]. The catalyst is CN(C)C=O. The product is [C:32]([S:34][CH:25]1[CH2:26][N:23]([C:20]2[S:21][CH:22]=[C:18]([C:16](=[O:17])[NH:15][C@H:10]([CH2:9][O:8][Si:1]([C:4]([CH3:6])([CH3:7])[CH3:5])([CH3:3])[CH3:2])[C@@H:11]([CH3:14])[CH2:12][CH3:13])[N:19]=2)[CH2:24]1)(=[O:35])[CH3:33]. The yield is 0.610. (4) The yield is 0.690. The catalyst is C1COCC1. The product is [C:1]([O:5][C:6](=[O:27])[NH:7][CH2:8][C@@H:9]1[O:13][C:12](=[O:14])[N:11]([C:15]2[CH:16]=[CH:17][C:18]3[C:24](=[O:25])[CH:23]([C:43]([C:42]4[O:38][N:39]=[CH:40][CH:41]=4)=[O:44])[CH2:22][CH2:21][CH2:20][C:19]=3[CH:26]=2)[CH2:10]1)([CH3:4])([CH3:2])[CH3:3]. The reactants are [C:1]([O:5][C:6](=[O:27])[NH:7][CH2:8][C@@H:9]1[O:13][C:12](=[O:14])[N:11]([C:15]2[CH:16]=[CH:17][C:18]3[C:24](=[O:25])[CH2:23][CH2:22][CH2:21][CH2:20][C:19]=3[CH:26]=2)[CH2:10]1)([CH3:4])([CH3:3])[CH3:2].[Li+].C[Si]([N-][Si](C)(C)C)(C)C.[O:38]1[C:42]([C:43](Cl)=[O:44])=[CH:41][CH:40]=[N:39]1. (5) The reactants are Cl.[CH3:2][O:3][C:4]1[CH:5]=[C:6]2[C:11](=[CH:12][C:13]=1[O:14][CH2:15]N1CCCCC1)[N:10]=[CH:9][N:8]([CH2:22][O:23][C:24](=[O:29])[C:25]([CH3:28])([CH3:27])[CH3:26])[C:7]2=[O:30].[CH2:31]([N:33]([CH2:36][CH3:37])[CH2:34][CH3:35])[CH3:32].[C:38](=O)([O-])[O-].[K+].[K+].[CH:44]([S:46](C)(=[O:48])=[O:47])=C. The catalyst is CO.C(Cl)Cl. The product is [CH3:2][O:3][C:4]1[CH:5]=[C:6]2[C:11](=[CH:12][C:13]=1[O:14][CH2:15][CH:38]1[CH2:35][CH2:34][N:33]([CH2:36][CH2:37][S:46]([CH3:44])(=[O:48])=[O:47])[CH2:31][CH2:32]1)[N:10]=[CH:9][N:8]([CH2:22][O:23][C:24](=[O:29])[C:25]([CH3:27])([CH3:28])[CH3:26])[C:7]2=[O:30]. The yield is 0.540. (6) The reactants are [C:1]([C:3]1[S:4][C:5]2[CH:11]=[C:10]([OH:12])[CH:9]=[CH:8][C:6]=2[N:7]=1)#[N:2].C(=O)([O-])[O-].[K+].[K+].[CH3:19][C:20]([CH3:22])=O. No catalyst specified. The product is [N:7]1[CH:6]=[CH:5][CH:11]=[CH:19][C:20]=1[CH2:22][O:12][C:10]1[CH:9]=[CH:8][C:6]2[N:7]=[C:3]([C:1]#[N:2])[S:4][C:5]=2[CH:11]=1. The yield is 0.720.